Dataset: Full USPTO retrosynthesis dataset with 1.9M reactions from patents (1976-2016). Task: Predict the reactants needed to synthesize the given product. Given the product [CH3:44][O:43][C:12]1[CH:11]=[C:10]2[C:15](=[CH:14][CH:13]=1)[NH:7][CH:8]=[C:9]2[CH2:16][CH2:17][CH2:18][N:19]1[CH2:24][CH2:23][CH:22]([C:25]2[CH:26]=[C:27]([NH:31][C:32](=[O:36])[CH:33]([CH3:34])[CH3:35])[CH:28]=[CH:29][CH:30]=2)[CH2:21][CH2:20]1, predict the reactants needed to synthesize it. The reactants are: C1([N:7]2[C:15]3[C:10](=[CH:11][CH:12]=[CH:13][CH:14]=3)[C:9]([CH2:16][CH2:17][CH2:18][N:19]3[CH2:24][CH2:23][CH:22]([C:25]4[CH:26]=[C:27]([NH:31][C:32](=[O:36])[CH:33]([CH3:35])[CH3:34])[CH:28]=[CH:29][CH:30]=4)[CH2:21][CH2:20]3)=[C:8]2C2C=CC=CC=2)C=CC=CC=1.[O:43]1CCO[CH:44]1CCCCN1CCC(C2C=C(NC(=O)C(C)C)C=CC=2)CC1.Cl.COC1C=CC(NN)=CC=1.